This data is from Forward reaction prediction with 1.9M reactions from USPTO patents (1976-2016). The task is: Predict the product of the given reaction. (1) Given the reactants [NH2:1][C:2]1[C:7]([F:8])=[C:6]([C:9]2[C:14]3[S:15][CH:16]=[CH:17][C:13]=3[CH:12]=[CH:11][CH:10]=2)[N:5]=[C:4]([C:18]([O:20][CH3:21])=[O:19])[C:3]=1[Cl:22].C(=O)=O.[Br:26]Br, predict the reaction product. The product is: [NH2:1][C:2]1[C:7]([F:8])=[C:6]([C:9]2[C:14]3[S:15][CH:16]=[C:17]([Br:26])[C:13]=3[CH:12]=[CH:11][CH:10]=2)[N:5]=[C:4]([C:18]([O:20][CH3:21])=[O:19])[C:3]=1[Cl:22]. (2) Given the reactants [CH2:1]([O:8][C:9]1[C:18](=[O:19])[N:17]2[C:12]([C:13]([CH3:21])([CH3:20])[O:14][CH2:15][CH2:16]2)=[N:11][C:10]=1[C:22]([NH:24][CH2:25][C:26]1[CH:34]=[CH:33][C:32]([F:35])=[CH:31][C:27]=1[C:28](O)=[O:29])=[O:23])[C:2]1[CH:7]=[CH:6][CH:5]=[CH:4][CH:3]=1.F[P-](F)(F)(F)(F)F.[N:43]1(OC(N(C)C)=[N+](C)C)[C:47]2N=CC=C[C:46]=2[N:45]=N1.C(CN)O, predict the reaction product. The product is: [NH2:43][CH2:47][CH2:46][NH:45][C:28]([C:27]1[CH:31]=[C:32]([F:35])[CH:33]=[CH:34][C:26]=1[CH2:25][NH:24][C:22]([C:10]1[N:11]=[C:12]2[N:17]([C:18](=[O:19])[C:9]=1[O:8][CH2:1][C:2]1[CH:3]=[CH:4][CH:5]=[CH:6][CH:7]=1)[CH2:16][CH2:15][O:14][C:13]2([CH3:21])[CH3:20])=[O:23])=[O:29]. (3) Given the reactants [Br:1][C:2]1[CH:7]=[C:6]([F:8])[C:5]([S:9](Cl)(=O)=O)=[C:4]([F:13])[CH:3]=1.C1C=CC(P(C2C=CC=CC=2)C2C=CC=CC=2)=CC=1.O, predict the reaction product. The product is: [Br:1][C:2]1[CH:7]=[C:6]([F:8])[C:5]([SH:9])=[C:4]([F:13])[CH:3]=1. (4) Given the reactants C(O[C:4]([C:6]1[C:7]([OH:22])=[C:8]2[C:14]([C:15]3[CH:20]=[CH:19][C:18]([Cl:21])=[CH:17][CH:16]=3)=[N:13][S:12][C:9]2=[CH:10][N:11]=1)=[O:5])C.[NH2:23][C@@H:24]([C:26]([OH:28])=[O:27])[CH3:25].C[O-].[Na+], predict the reaction product. The product is: [Cl:21][C:18]1[CH:17]=[CH:16][C:15]([C:14]2[C:8]3[C:9](=[CH:10][N:11]=[C:6]([C:4]([NH:23][C@H:24]([CH3:25])[C:26]([OH:28])=[O:27])=[O:5])[C:7]=3[OH:22])[S:12][N:13]=2)=[CH:20][CH:19]=1. (5) Given the reactants [F:1][C:2]1[CH:26]=[CH:25][CH:24]=[C:23]([F:27])[C:3]=1[C:4]([NH:6][C:7]1[S:8][C:9]([C:16]2[CH:21]=[CH:20][CH:19]=[C:18]([F:22])[CH:17]=2)=[C:10]([C:12](OC)=[O:13])[N:11]=1)=[O:5].[H-].[Al+3].[Li+].[H-].[H-].[H-], predict the reaction product. The product is: [F:1][C:2]1[CH:26]=[CH:25][CH:24]=[C:23]([F:27])[C:3]=1[C:4]([NH:6][C:7]1[S:8][C:9]([C:16]2[CH:21]=[CH:20][CH:19]=[C:18]([F:22])[CH:17]=2)=[C:10]([CH2:12][OH:13])[N:11]=1)=[O:5]. (6) Given the reactants [CH3:1][O:2][C:3](=[O:28])[NH:4][C@H:5]([C:9]([N:11]1[CH2:15][CH2:14][CH2:13][C@H:12]1[C:16](=[O:27])[NH:17][C:18]1[N:19]=[C:20]2[N:24]([CH:25]=1)[CH:23]=[C:22](Br)[S:21]2)=[O:10])[CH:6]([CH3:8])[CH3:7].[NH2:29][C:30]1[CH:35]=[CH:34][C:33](B(O)O)=[CH:32][CH:31]=1, predict the reaction product. The product is: [CH3:1][O:2][C:3](=[O:28])[NH:4][C@H:5]([C:9]([N:11]1[CH2:15][CH2:14][CH2:13][C@H:12]1[C:16](=[O:27])[NH:17][C:18]1[N:19]=[C:20]2[N:24]([CH:25]=1)[CH:23]=[C:22]([C:33]1[CH:34]=[CH:35][C:30]([NH2:29])=[CH:31][CH:32]=1)[S:21]2)=[O:10])[CH:6]([CH3:8])[CH3:7]. (7) Given the reactants [NH:1]([C:5]([CH2:7][CH2:8][CH2:9][N:10]1[CH2:15][CH2:14][N:13]2[N:16]=[C:17]([C:19]([NH:21][CH2:22][C@H:23]([NH:31][C:32]([O:34][CH2:35][C:36]3[CH:41]=[CH:40][CH:39]=[CH:38][CH:37]=3)=[O:33])[C:24]([O:26]C(C)(C)C)=[O:25])=[O:20])[CH:18]=[C:12]2[C:11]1=[O:42])=[O:6])[C:2]([NH2:4])=[NH:3].FC(F)(F)C(O)=O.CO.C(Cl)Cl.C(O)(=O)C.O, predict the reaction product. The product is: [NH:1]([C:5]([CH2:7][CH2:8][CH2:9][N:10]1[CH2:15][CH2:14][N:13]2[N:16]=[C:17]([C:19]([NH:21][CH2:22][C@H:23]([NH:31][C:32]([O:34][CH2:35][C:36]3[CH:37]=[CH:38][CH:39]=[CH:40][CH:41]=3)=[O:33])[C:24]([OH:26])=[O:25])=[O:20])[CH:18]=[C:12]2[C:11]1=[O:42])=[O:6])[C:2]([NH2:4])=[NH:3].